This data is from Full USPTO retrosynthesis dataset with 1.9M reactions from patents (1976-2016). The task is: Predict the reactants needed to synthesize the given product. (1) The reactants are: [Na].[NH2:2][C:3]([NH2:5])=[O:4].C([O:8][C:9]([C:11]1([C:39](OCC)=[O:40])[CH2:15][CH2:14][CH2:13][N:12]1[C:16]1[CH:17]=[N:18][C:19]([O:22][C:23]2[CH:24]=[C:25]3[C:29](=[CH:30][CH:31]=2)[N:28]([C:32]2[CH:37]=[CH:36][C:35]([F:38])=[CH:34][CH:33]=2)[N:27]=[CH:26]3)=[CH:20][CH:21]=1)=O)C. Given the product [F:38][C:35]1[CH:36]=[CH:37][C:32]([N:28]2[C:29]3[C:25](=[CH:24][C:23]([O:22][C:19]4[N:18]=[CH:17][C:16]([N:12]5[C:11]6([C:39](=[O:40])[NH:5][C:3](=[O:4])[NH:2][C:9]6=[O:8])[CH2:15][CH2:14][CH2:13]5)=[CH:21][CH:20]=4)=[CH:31][CH:30]=3)[CH:26]=[N:27]2)=[CH:33][CH:34]=1, predict the reactants needed to synthesize it. (2) Given the product [CH3:22][S:19]([N:17]([CH3:18])[C:15]1[CH:14]=[C:6]([C:7]([N:9]([CH3:13])[CH2:10][CH2:11][CH3:12])=[O:8])[CH:5]=[C:4]([CH:16]=1)[C:3]([OH:23])=[O:2])(=[O:21])=[O:20], predict the reactants needed to synthesize it. The reactants are: C[O:2][C:3](=[O:23])[C:4]1[CH:16]=[C:15]([N:17]([S:19]([CH3:22])(=[O:21])=[O:20])[CH3:18])[CH:14]=[C:6]([C:7]([N:9]([CH3:13])[CH2:10][CH2:11][CH3:12])=[O:8])[CH:5]=1.[OH-].[Na+].Cl. (3) Given the product [C:20]([C:18]1[N:19]=[C:15]([N:12]2[CH2:11][CH2:10][CH:9]([OH:8])[CH2:14][CH2:13]2)[S:16][CH:17]=1)(=[O:22])[NH2:21], predict the reactants needed to synthesize it. The reactants are: [Si]([O:8][CH:9]1[CH2:14][CH2:13][N:12]([C:15]2[S:16][CH:17]=[C:18]([C:20](=[O:22])[NH2:21])[N:19]=2)[CH2:11][CH2:10]1)(C(C)(C)C)(C)C.C(O)(=O)C.[F-].C([N+](CCCC)(CCCC)CCCC)CCC. (4) Given the product [C:8]([C:7]1[C:2]([S:21][CH2:22][C:23]([NH2:25])=[O:24])=[N:3][C:4]([S:19][CH3:20])=[N:5][C:6]=1[C:10]1[CH:15]=[CH:14][CH:13]=[C:12]([N+:16]([O-:18])=[O:17])[CH:11]=1)#[N:9], predict the reactants needed to synthesize it. The reactants are: Cl[C:2]1[C:7]([C:8]#[N:9])=[C:6]([C:10]2[CH:15]=[CH:14][CH:13]=[C:12]([N+:16]([O-:18])=[O:17])[CH:11]=2)[N:5]=[C:4]([S:19][CH3:20])[N:3]=1.[SH:21][CH2:22][C:23]([NH2:25])=[O:24].C([O-])([O-])=O.[K+].[K+]. (5) Given the product [C:14]([CH2:9][C:6]1[CH:7]=[CH:8][C:3]([CH:2]([CH3:1])[C:11]([OH:13])=[O:12])=[CH:4][CH:5]=1)#[N:15], predict the reactants needed to synthesize it. The reactants are: [CH3:1][CH:2]([C:11]([OH:13])=[O:12])[C:3]1[CH:8]=[CH:7][C:6]([CH2:9]Br)=[CH:5][CH:4]=1.[C-:14]#[N:15].[K+]. (6) Given the product [Cl:24][C:25]1[CH:26]=[C:27]([CH:31]=[C:32]([Cl:34])[CH:33]=1)[C:28]([NH:1][CH2:2][CH2:3][CH2:4][CH2:5][N:6]1[CH2:7][CH2:8][CH:9]([C:12]2[CH:17]=[CH:16][CH:15]=[C:14]([NH:18][C:19](=[O:23])[CH:20]([CH3:21])[CH3:22])[CH:13]=2)[CH2:10][CH2:11]1)=[O:29], predict the reactants needed to synthesize it. The reactants are: [NH2:1][CH2:2][CH2:3][CH2:4][CH2:5][N:6]1[CH2:11][CH2:10][CH:9]([C:12]2[CH:13]=[C:14]([NH:18][C:19](=[O:23])[CH:20]([CH3:22])[CH3:21])[CH:15]=[CH:16][CH:17]=2)[CH2:8][CH2:7]1.[Cl:24][C:25]1[CH:26]=[C:27]([CH:31]=[C:32]([Cl:34])[CH:33]=1)[C:28](Cl)=[O:29]. (7) Given the product [F:1][C:2]([F:7])([F:6])[C:3]([OH:5])=[O:4].[Cl:8][C:9]1[CH:18]=[CH:17][C:12]([C:13]([OH:15])=[O:14])=[C:11]([C:19]2[N:20]=[CH:21][N:22]([C@@H:26]3[C:42]4[CH:43]=[C:38]([CH:39]=[CH:40][N:41]=4)[C:37]4[N:36]([CH3:44])[N:35]=[CH:34][C:33]=4[NH:32][C:31](=[O:45])[C@H:30]([CH3:46])[CH2:29][CH2:28][CH2:27]3)[C:23](=[O:25])[CH:24]=2)[CH:10]=1, predict the reactants needed to synthesize it. The reactants are: [F:1][C:2]([F:7])([F:6])[C:3]([OH:5])=[O:4].[Cl:8][C:9]1[CH:18]=[CH:17][C:12]([C:13]([O:15]C)=[O:14])=[C:11]([C:19]2[N:20]=[CH:21][N:22]([C@@H:26]3[C:42]4[CH:43]=[C:38]([CH:39]=[CH:40][N:41]=4)[C:37]4[N:36]([CH3:44])[N:35]=[CH:34][C:33]=4[NH:32][C:31](=[O:45])[C@H:30]([CH3:46])[CH2:29][CH2:28][CH2:27]3)[C:23](=[O:25])[CH:24]=2)[CH:10]=1.B(Br)(Br)Br. (8) Given the product [Cl:1][C:2]1[CH:3]=[C:4]([C@@:9]23[CH2:14][C@@H:13]2[CH2:12][N:11]([CH:15]([CH3:16])[CH3:18])[CH2:10]3)[CH:5]=[CH:6][C:7]=1[Cl:8], predict the reactants needed to synthesize it. The reactants are: [Cl:1][C:2]1[CH:3]=[C:4]([C:9]23[CH2:14][CH:13]2[CH2:12][NH:11][CH2:10]3)[CH:5]=[CH:6][C:7]=1[Cl:8].[C:15](#N)[CH3:16].[C:18](O[BH-](OC(=O)C)OC(=O)C)(=O)C.[Na+]. (9) Given the product [CH2:27]([O:29][C:30]1[CH:35]=[C:34]([CH2:36][N:13]2[CH2:12][C:11]3([CH2:22][C:8]([N:5]4[CH2:6][CH2:7][C:2]([OH:1])([C:23]([O:25][CH3:26])=[O:24])[CH2:3][CH2:4]4)=[N:9][O:10]3)[CH2:14]2)[CH:33]=[C:32]([O:38][CH2:39][CH3:40])[C:31]=1[C:41]1[CH:42]=[CH:43][C:44]([F:47])=[CH:45][CH:46]=1)[CH3:28], predict the reactants needed to synthesize it. The reactants are: [OH:1][C:2]1([C:23]([O:25][CH3:26])=[O:24])[CH2:7][CH2:6][N:5]([C:8]2[CH2:22][C:11]3([CH2:14][N:13](C(OC(C)(C)C)=O)[CH2:12]3)[O:10][N:9]=2)[CH2:4][CH2:3]1.[CH2:27]([O:29][C:30]1[CH:35]=[C:34]([CH:36]=O)[CH:33]=[C:32]([O:38][CH2:39][CH3:40])[C:31]=1[C:41]1[CH:46]=[CH:45][C:44]([F:47])=[CH:43][CH:42]=1)[CH3:28]. (10) The reactants are: [CH3:1][O:2][C:3]1[CH:4]=[C:5]2[C:10](=[CH:11][CH:12]=1)[CH:9]=[C:8](C(O)=O)[CH:7]=[CH:6]2.[N-:16]=[N+]=[N-].[Na+]. Given the product [CH3:1][O:2][C:3]1[CH:4]=[C:5]2[C:10](=[CH:11][CH:12]=1)[CH:9]=[C:8]([NH2:16])[CH:7]=[CH:6]2, predict the reactants needed to synthesize it.